From a dataset of Catalyst prediction with 721,799 reactions and 888 catalyst types from USPTO. Predict which catalyst facilitates the given reaction. (1) Reactant: Br[C:2]1[CH:3]=[C:4]2[C:8](=[CH:9][C:10]=1[Cl:11])[NH:7][CH:6]=[C:5]2[C:12]([O:14][CH3:15])=[O:13].[CH3:16][C:17]1([CH3:31])[CH2:22][O:21][B:20]([B:20]2[O:21][CH2:22][C:17]([CH3:31])([CH3:16])[CH2:18][O:19]2)[O:19][CH2:18]1.C([O-])(=O)C.[K+]. Product: [Cl:11][C:10]1[CH:9]=[C:8]2[C:4]([C:5]([C:12]([O:14][CH3:15])=[O:13])=[CH:6][NH:7]2)=[CH:3][C:2]=1[B:20]1[O:21][CH2:22][C:17]([CH3:31])([CH3:16])[CH2:18][O:19]1. The catalyst class is: 140. (2) Reactant: [CH3:1][C:2]1[CH:7]=[CH:6][C:5]([NH:8][C:9](=O)[CH2:10][O:11][C:12]2[CH:17]=[CH:16][C:15]([O:18][C:19]3[C:28]4[C:23](=[CH:24][C:25]([O:31][CH3:32])=[C:26]([O:29][CH3:30])[CH:27]=4)[N:22]=[CH:21][CH:20]=3)=[CH:14][CH:13]=2)=[CH:4][CH:3]=1.Cl.[OH-].[Na+]. Product: [CH3:30][O:29][C:26]1[CH:27]=[C:28]2[C:23](=[CH:24][C:25]=1[O:31][CH3:32])[N:22]=[CH:21][CH:20]=[C:19]2[O:18][C:15]1[CH:16]=[CH:17][C:12]([O:11][CH2:10][CH2:9][NH:8][C:5]2[CH:4]=[CH:3][C:2]([CH3:1])=[CH:7][CH:6]=2)=[CH:13][CH:14]=1. The catalyst class is: 7.